Dataset: Full USPTO retrosynthesis dataset with 1.9M reactions from patents (1976-2016). Task: Predict the reactants needed to synthesize the given product. (1) Given the product [C:27]([O:26][C:25]([NH:24][CH2:23][CH2:22][N:6]1[C:2]([Cl:1])=[C:3]([C:11]2[CH:16]=[CH:15][CH:14]=[C:13]([C:17]#[N:18])[CH:12]=2)[C:4]([C:7]([O:9][CH3:10])=[O:8])=[CH:5]1)=[O:31])([CH3:30])([CH3:29])[CH3:28], predict the reactants needed to synthesize it. The reactants are: [Cl:1][C:2]1[NH:6][CH:5]=[C:4]([C:7]([O:9][CH3:10])=[O:8])[C:3]=1[C:11]1[CH:16]=[CH:15][CH:14]=[C:13]([C:17]#[N:18])[CH:12]=1.[OH-].[Na+].Br[CH2:22][CH2:23][NH:24][C:25](=[O:31])[O:26][C:27]([CH3:30])([CH3:29])[CH3:28]. (2) Given the product [Cl:1][C:2]1[C:7]([Cl:8])=[CH:6][CH:5]=[CH:4][C:3]=1[S:9]([NH:12][C:21]1[C:26]([O:27][CH3:28])=[N:25][C:24]([S:29][CH2:30][CH:31]([OH:37])[C:32]2[S:33][CH:34]=[CH:35][N:36]=2)=[CH:23][N:22]=1)(=[O:11])=[O:10], predict the reactants needed to synthesize it. The reactants are: [Cl:1][C:2]1[C:7]([Cl:8])=[CH:6][CH:5]=[CH:4][C:3]=1[S:9]([N:12]([C:21]1[C:26]([O:27][CH3:28])=[N:25][C:24]([S:29][CH2:30][C:31](=[O:37])[C:32]2[S:33][CH:34]=[CH:35][N:36]=2)=[CH:23][N:22]=1)COCC[Si](C)(C)C)(=[O:11])=[O:10].C(O[BH-](OC(=O)C)OC(=O)C)(=O)C.[Na+].C(O)(C(F)(F)F)=O. (3) Given the product [CH2:10]([O:12][C:13]1[NH:1][C:2]2=[N:3][CH:4]=[CH:5][C:6]([CH3:9])=[C:7]2[N:8]=1)[CH3:11], predict the reactants needed to synthesize it. The reactants are: [NH2:1][C:2]1[C:7]([NH2:8])=[C:6]([CH3:9])[CH:5]=[CH:4][N:3]=1.[CH2:10]([O:12][C:13](OCC)(OCC)OCC)[CH3:11].C(OC(C)C)(C)C.